From a dataset of Catalyst prediction with 721,799 reactions and 888 catalyst types from USPTO. Predict which catalyst facilitates the given reaction. (1) Reactant: Cl.[NH2:2][C@@H:3]1[C:9](=[O:10])[NH:8][C:7]2[CH:11]=[CH:12][CH:13]=[CH:14][C:6]=2[NH:5][CH2:4]1.C1C=CC2N(O)N=NC=2C=1.[C:25]([O:29][C:30]([N:32]([CH3:38])[C@@H:33]([CH3:37])[C:34](O)=[O:35])=[O:31])([CH3:28])([CH3:27])[CH3:26].CCN(C(C)C)C(C)C.C1CN(C(ON2N=NC3C2=CC=CC=3)=[N+]2CCCC2)CC1.F[P-](F)(F)(F)(F)F. Product: [C:25]([O:29][C:30](=[O:31])[N:32]([CH3:38])[C@H:33]([C:34](=[O:35])[NH:2][C@@H:3]1[C:9](=[O:10])[NH:8][C:7]2[CH:11]=[CH:12][CH:13]=[CH:14][C:6]=2[NH:5][CH2:4]1)[CH3:37])([CH3:26])([CH3:28])[CH3:27]. The catalyst class is: 173. (2) Product: [Br:1][C:2]1[C:3]([F:11])=[C:4]([CH:8]=[CH:9][CH:10]=1)[C:5]([O:7][CH3:12])=[O:6]. Reactant: [Br:1][C:2]1[C:3]([F:11])=[C:4]([CH:8]=[CH:9][CH:10]=1)[C:5]([OH:7])=[O:6].[CH3:12]OC(OC)OC.C1(C)C=CC(S(O)(=O)=O)=CC=1. The catalyst class is: 5. (3) Reactant: Cl[C:2]1[CH:7]=[C:6]([N+:8]([O-])=O)[CH:5]=[CH:4][C:3]=1[NH:11][CH2:12][CH2:13][N:14]([CH2:17][CH3:18])[CH2:15][CH3:16]. Product: [CH2:17]([N:14]([CH2:15][CH3:16])[CH2:13][CH2:12][NH:11][C:3]1[CH:2]=[CH:7][C:6]([NH2:8])=[CH:5][CH:4]=1)[CH3:18]. The catalyst class is: 94.